From a dataset of Forward reaction prediction with 1.9M reactions from USPTO patents (1976-2016). Predict the product of the given reaction. Given the reactants N([O-])=O.[Na+].[F:5][C:6]1[CH:11]=[CH:10][C:9]([C:12]2[C:17]3[CH:18]=[CH:19][C:20](N)=[CH:21][C:16]=3[O:15][C:14]([CH3:24])([CH3:23])[N:13]=2)=[CH:8][CH:7]=1.[ClH:25].[S:26](=[O:28])=[O:27], predict the reaction product. The product is: [F:5][C:6]1[CH:11]=[CH:10][C:9]([C:12]2[C:17]3[CH:18]=[CH:19][C:20]([S:26]([Cl:25])(=[O:28])=[O:27])=[CH:21][C:16]=3[O:15][C:14]([CH3:24])([CH3:23])[N:13]=2)=[CH:8][CH:7]=1.